Dataset: Forward reaction prediction with 1.9M reactions from USPTO patents (1976-2016). Task: Predict the product of the given reaction. (1) Given the reactants [C:1]([N:8]([CH3:40])[CH:9]1[CH2:14][CH2:13][CH:12]([N:15]([CH2:28][C:29]2[CH:30]=[C:31](B(O)O)[CH:32]=[CH:33][C:34]=2[O:35][CH3:36])[C:16]([C:18]2[S:22][C:21]3[CH:23]=[CH:24][CH:25]=[CH:26][C:20]=3[C:19]=2[Cl:27])=[O:17])[CH2:11][CH2:10]1)([O:3][C:4]([CH3:7])([CH3:6])[CH3:5])=[O:2].[NH2:41][C:42]1[CH:47]=[CH:46][C:45](Br)=[CH:44][N:43]=1, predict the reaction product. The product is: [NH2:41][C:42]1[N:43]=[CH:44][C:45]([C:31]2[CH:32]=[CH:33][C:34]([O:35][CH3:36])=[C:29]([CH:30]=2)[CH2:28][N:15]([C:16]([C:18]2[S:22][C:21]3[CH:23]=[CH:24][CH:25]=[CH:26][C:20]=3[C:19]=2[Cl:27])=[O:17])[CH:12]2[CH2:13][CH2:14][CH:9]([N:8]([CH3:40])[C:1](=[O:2])[O:3][C:4]([CH3:6])([CH3:7])[CH3:5])[CH2:10][CH2:11]2)=[CH:46][CH:47]=1. (2) Given the reactants [C:1]([O:5][C:6]([N:8]1[CH2:13][CH2:12][NH:11][C:10]([CH3:15])([CH3:14])[CH2:9]1)=[O:7])([CH3:4])([CH3:3])[CH3:2].C(N(CC)CC)C.[Cl:23][C:24]1[CH:25]=[C:26]2[C:31](=[CH:32][CH:33]=1)[CH:30]=[C:29]([S:34](Cl)(=[O:36])=[O:35])[CH:28]=[CH:27]2.[Cl-].[Na+], predict the reaction product. The product is: [C:1]([O:5][C:6]([N:8]1[CH2:13][CH2:12][N:11]([S:34]([C:29]2[CH:28]=[CH:27][C:26]3[C:31](=[CH:32][CH:33]=[C:24]([Cl:23])[CH:25]=3)[CH:30]=2)(=[O:35])=[O:36])[C:10]([CH3:15])([CH3:14])[CH2:9]1)=[O:7])([CH3:4])([CH3:2])[CH3:3]. (3) The product is: [CH3:47][CH:46]([CH3:48])[C@H:26]([NH:25][C:10]([C:2]1[O:1][C:5]2[CH:6]=[CH:7][CH:8]=[CH:9][C:4]=2[CH:3]=1)=[O:12])[CH2:27][NH:28][C:29](=[O:45])[C@@H:30]([NH:34][C:35]([O:37][CH2:38][C:39]1[CH:40]=[CH:41][CH:42]=[CH:43][CH:44]=1)=[O:36])[CH:31]([CH3:32])[CH3:33]. Given the reactants [O:1]1[C:5]2[CH:6]=[CH:7][CH:8]=[CH:9][C:4]=2[CH:3]=[C:2]1[C:10]([OH:12])=O.C(N1C=CN=C1)(N1C=CN=C1)=O.[NH2:25][C@@H:26]([CH:46]([CH3:48])[CH3:47])[CH2:27][NH:28][C:29](=[O:45])[C@@H:30]([NH:34][C:35]([O:37][CH2:38][C:39]1[CH:44]=[CH:43][CH:42]=[CH:41][CH:40]=1)=[O:36])[CH:31]([CH3:33])[CH3:32], predict the reaction product.